From a dataset of Forward reaction prediction with 1.9M reactions from USPTO patents (1976-2016). Predict the product of the given reaction. (1) Given the reactants [N:1]1([C:7]2[C:16]3[C:11](=[CH:12][CH:13]=[CH:14][CH:15]=3)[N:10]=[C:9]([C:17]3[CH:22]=[CH:21][CH:20]=[CH:19][C:18]=3[OH:23])[N:8]=2)[CH2:6][CH2:5][NH:4][CH2:3][CH2:2]1.[OH:24][CH:25]([CH2:29][CH2:30]CC)[C:26]([OH:28])=O.[CH2:33](N(CC)CC)C.CN(C(ON1N=NC2C=CC=NC1=2)=[N+](C)C)C.F[P-](F)(F)(F)(F)F, predict the reaction product. The product is: [OH:24][C:25]([CH3:33])([CH2:29][CH3:30])[C:26]([N:4]1[CH2:3][CH2:2][N:1]([C:7]2[C:16]3[C:11](=[CH:12][CH:13]=[CH:14][CH:15]=3)[N:10]=[C:9]([C:17]3[CH:22]=[CH:21][CH:20]=[CH:19][C:18]=3[OH:23])[N:8]=2)[CH2:6][CH2:5]1)=[O:28]. (2) Given the reactants [Cl:1][C:2]1[CH:7]=[CH:6][C:5]([C:8]2([OH:14])[CH2:13][CH2:12][NH:11][CH2:10][CH2:9]2)=[CH:4][CH:3]=1.[CH2:15]1[CH2:21][S:18](=[O:20])(=[O:19])[O:17][CH2:16]1, predict the reaction product. The product is: [Cl:1][C:2]1[CH:7]=[CH:6][C:5]([C:8]2([OH:14])[CH2:9][CH2:10][N:11]([CH2:16][CH2:15][CH2:21][S:18]([OH:20])(=[O:19])=[O:17])[CH2:12][CH2:13]2)=[CH:4][CH:3]=1. (3) Given the reactants Cl[CH:2]([C:7]1[O:8][C:9]2[CH:17]=[CH:16][CH:15]=[CH:14][C:10]=2[C:11]=1[CH2:12][CH3:13])[CH2:3][CH:4]([CH3:6])[CH3:5].[NH2:18][C:19]1[CH:24]=[CH:23][C:22]([C:25]([N:27]([CH3:35])[CH2:28][CH2:29][C:30]([O:32]CC)=[O:31])=[O:26])=[CH:21][CH:20]=1, predict the reaction product. The product is: [CH2:12]([C:11]1[C:10]2[CH:14]=[CH:15][CH:16]=[CH:17][C:9]=2[O:8][C:7]=1[CH:2]([NH:18][C:19]1[CH:20]=[CH:21][C:22]([C:25]([N:27]([CH3:35])[CH2:28][CH2:29][C:30]([OH:32])=[O:31])=[O:26])=[CH:23][CH:24]=1)[CH2:3][CH:4]([CH3:6])[CH3:5])[CH3:13]. (4) Given the reactants [CH3:1][C:2]1[CH:10]=[CH:9][C:8]([CH3:11])=[CH:7][C:3]=1[C:4]([OH:6])=O.[CH:12]1([CH2:15][CH2:16][NH:17][C:18]([C:20]2[N:21]=[N:22][C:23]([N:26]3[CH2:31][CH2:30][NH:29][CH2:28][CH2:27]3)=[CH:24][CH:25]=2)=[O:19])[CH2:14][CH2:13]1, predict the reaction product. The product is: [CH:12]1([CH2:15][CH2:16][NH:17][C:18]([C:20]2[N:21]=[N:22][C:23]([N:26]3[CH2:31][CH2:30][N:29]([C:4](=[O:6])[C:3]4[CH:7]=[C:8]([CH3:11])[CH:9]=[CH:10][C:2]=4[CH3:1])[CH2:28][CH2:27]3)=[CH:24][CH:25]=2)=[O:19])[CH2:14][CH2:13]1.